This data is from Catalyst prediction with 721,799 reactions and 888 catalyst types from USPTO. The task is: Predict which catalyst facilitates the given reaction. (1) Reactant: [C:1]([O:5][C@@H:6]([C:12]1[C:43]([CH3:44])=[N:42][C:41]2=[CH:45][C:38]3=[N:39][N:40]2[C:13]=1[N:14]1[CH2:48][CH2:47][C:17]([CH3:49])([O:18][CH2:19][CH2:20][CH2:21][CH2:22][C@H:23]([CH3:46])[O:24][C:25]2[C:26]4[CH:27]=[CH:28][CH:29]=[CH:30][C:31]=4[CH:32]=[CH:33][C:34]=2[CH2:35][O:36][CH2:37]3)[CH2:16][CH2:15]1)[C:7]([O:9]CC)=[O:8])([CH3:4])([CH3:3])[CH3:2].[OH-].[Na+]. Product: [C:1]([O:5][C@@H:6]([C:12]1[C:43]([CH3:44])=[N:42][C:41]2=[CH:45][C:38]3=[N:39][N:40]2[C:13]=1[N:14]1[CH2:15][CH2:16][C:17]([CH3:49])([O:18][CH2:19][CH2:20][CH2:21][CH2:22][C@H:23]([CH3:46])[O:24][C:25]2[C:26]4[CH:27]=[CH:28][CH:29]=[CH:30][C:31]=4[CH:32]=[CH:33][C:34]=2[CH2:35][O:36][CH2:37]3)[CH2:47][CH2:48]1)[C:7]([OH:9])=[O:8])([CH3:4])([CH3:2])[CH3:3]. The catalyst class is: 14. (2) Reactant: [C:1]([C:3]1[CH:7]=[CH:6][NH:5][CH:4]=1)#[N:2].[F:8][C:9]1[CH:10]=[C:11]([N+:16]([O-:18])=[O:17])[CH:12]=[CH:13][C:14]=1F.[H-].[Na+]. Product: [F:8][C:9]1[CH:10]=[C:11]([N+:16]([O-:18])=[O:17])[CH:12]=[CH:13][C:14]=1[N:5]1[CH:6]=[CH:7][C:3]([C:1]#[N:2])=[CH:4]1. The catalyst class is: 3. (3) Reactant: [ClH:1].C[O:3][C:4](=O)[C:5]1[CH:31]=[CH:30][CH:29]=[C:7]([C:8]([NH:10][C@H:11]2[CH2:16][CH2:15][C@@H:14]([NH:17][C:18]3[CH:27]=[C:26]([CH3:28])[C:25]4[C:20](=[CH:21][CH:22]=[CH:23][CH:24]=4)[N:19]=3)[CH2:13][CH2:12]2)=[O:9])[CH:6]=1. Product: [ClH:1].[OH:3][CH2:4][C:5]1[CH:6]=[C:7]([CH:29]=[CH:30][CH:31]=1)[C:8]([NH:10][C@H:11]1[CH2:16][CH2:15][C@@H:14]([NH:17][C:18]2[CH:27]=[C:26]([CH3:28])[C:25]3[C:20](=[CH:21][CH:22]=[CH:23][CH:24]=3)[N:19]=2)[CH2:13][CH2:12]1)=[O:9]. The catalyst class is: 28.